Dataset: Full USPTO retrosynthesis dataset with 1.9M reactions from patents (1976-2016). Task: Predict the reactants needed to synthesize the given product. Given the product [CH3:23][C:20]([O:19][C:17]([N:14]1[C:15]2[C:11](=[CH:10][CH:9]=[C:8]([NH:7][S:4]([CH3:3])(=[O:5])=[O:6])[CH:16]=2)[CH:12]=[C:13]1[C:24]([OH:26])=[O:25])=[O:18])([CH3:21])[CH3:22], predict the reactants needed to synthesize it. The reactants are: [OH-].[Li+].[CH3:3][S:4]([NH:7][C:8]1[CH:16]=[C:15]2[C:11]([CH:12]=[C:13]([C:24]([O:26]CC)=[O:25])[N:14]2[C:17]([O:19][C:20]([CH3:23])([CH3:22])[CH3:21])=[O:18])=[CH:10][CH:9]=1)(=[O:6])=[O:5].CO.O.